Predict the reaction yield, written as a fraction of the theoretical maximum amount of product (1.0 means a 100% yield; for example, 0.34 means a 34% yield). From a dataset of Reaction yield outcomes from USPTO patents with 853,638 reactions. (1) The reactants are [C:1]([C:5]1[NH:6][C:7]2[C:16]3[N:15]=[C:14]([NH2:17])[N:13]=[C:12]([O:18]C)[C:11]=3[C:10]3[CH:20]=[C:21]([F:24])[CH:22]=[CH:23][C:9]=3[C:8]=2[N:25]=1)([CH3:4])([CH3:3])[CH3:2].[OH-].[Na+]. The catalyst is C(O)C.Cl. The product is [NH2:17][C:14]1[N:13]=[C:12]([OH:18])[C:11]2[C:10]3[CH:20]=[C:21]([F:24])[CH:22]=[CH:23][C:9]=3[C:8]3[N:25]=[C:5]([C:1]([CH3:4])([CH3:3])[CH3:2])[NH:6][C:7]=3[C:16]=2[N:15]=1. The yield is 0.630. (2) The reactants are N(C(OCC)=O)=NC(OCC)=O.C1C=CC(P(C2C=CC=CC=2)C2C=CC=CC=2)=CC=1.[Cl:32][C:33]1[CH:38]=[CH:37][C:36]([N:39]([C@H:43]2[C:52]3[C:47](=[CH:48][CH:49]=[CH:50][CH:51]=3)[N:46]([C:53](=[O:61])[C:54]3[CH:59]=[CH:58][C:57]([OH:60])=[CH:56][CH:55]=3)[C@@H:45]([CH3:62])[CH2:44]2)[C:40](=[O:42])[CH3:41])=[CH:35][CH:34]=1.[CH2:63]([O:65][C:66]([CH:68]1[CH2:73][CH2:72][CH:71](O)[CH2:70][CH2:69]1)=[O:67])[CH3:64]. The catalyst is C1COCC1. The product is [CH2:63]([O:65][C:66]([CH:68]1[CH2:73][CH2:72][CH:71]([O:60][C:57]2[CH:56]=[CH:55][C:54]([C:53]([N:46]3[C:47]4[C:52](=[CH:51][CH:50]=[CH:49][CH:48]=4)[C@H:43]([N:39]([C:40](=[O:42])[CH3:41])[C:36]4[CH:35]=[CH:34][C:33]([Cl:32])=[CH:38][CH:37]=4)[CH2:44][C@@H:45]3[CH3:62])=[O:61])=[CH:59][CH:58]=2)[CH2:70][CH2:69]1)=[O:67])[CH3:64]. The yield is 0.370. (3) The reactants are Cl.Cl.[CH3:3][N:4]([CH3:37])[C:5]1[C:14]2[C:9](=[CH:10][CH:11]=[CH:12][CH:13]=2)[N:8]=[C:7](/[CH:15]=[CH:16]/[C:17]2[N:22]=[C:21]([C:23]3[CH:24]=[CH:25][C:26]([O:30][CH3:31])=[C:27]([OH:29])[CH:28]=3)[CH:20]=[C:19]([N:32]3[CH2:36][CH2:35][CH2:34][CH2:33]3)[N:18]=2)[N:6]=1.Cl.Cl[CH2:40][CH2:41][N:42]1[CH2:47][CH2:46][O:45][CH2:44][CH2:43]1.C(=O)([O-])[O-].[Cs+].[Cs+]. The catalyst is CN(C)C=O. The product is [CH3:31][O:30][C:26]1[CH:25]=[CH:24][C:23]([C:21]2[CH:20]=[C:19]([N:32]3[CH2:33][CH2:34][CH2:35][CH2:36]3)[N:18]=[C:17](/[CH:16]=[CH:15]/[C:7]3[N:6]=[C:5]([N:4]([CH3:3])[CH3:37])[C:14]4[C:9](=[CH:10][CH:11]=[CH:12][CH:13]=4)[N:8]=3)[N:22]=2)=[CH:28][C:27]=1[O:29][CH2:40][CH2:41][N:42]1[CH2:47][CH2:46][O:45][CH2:44][CH2:43]1. The yield is 0.780. (4) The reactants are C1(P(C2C=CC=CC=2)C2C=CC=CC=2)C=CC=CC=1.[CH3:20][CH:21]([CH3:41])[CH2:22][CH:23]([C:25]1[CH:30]=[CH:29][C:28]([C:31]2[CH:36]=[CH:35][C:34]([C:37]([F:40])([F:39])[F:38])=[CH:33][CH:32]=2)=[CH:27][CH:26]=1)[OH:24].O[C:43]1[CH:52]=[CH:51][C:46]([C:47]([O:49][CH3:50])=[O:48])=[CH:45][N:44]=1.N(C(OC(C)C)=O)=NC(OC(C)C)=O. The catalyst is O1CCCC1. The product is [CH3:20][CH:21]([CH3:41])[CH2:22][CH:23]([C:25]1[CH:30]=[CH:29][C:28]([C:31]2[CH:36]=[CH:35][C:34]([C:37]([F:38])([F:39])[F:40])=[CH:33][CH:32]=2)=[CH:27][CH:26]=1)[O:24][C:43]1[CH:52]=[CH:51][C:46]([C:47]([O:49][CH3:50])=[O:48])=[CH:45][N:44]=1. The yield is 0.360. (5) The reactants are [CH3:1][Si:2]([CH3:19])([CH3:18])[CH2:3][CH2:4][O:5][C:6]([NH:8][C:9]1([C:15]([OH:17])=O)[CH2:14][O:13][CH2:12][O:11][CH2:10]1)=[O:7].[CH2:20]([O:22][C:23](=[O:33])[CH:24]=[CH:25][C:26]1[CH:31]=[CH:30][C:29]([NH2:32])=[CH:28][CH:27]=1)[CH3:21].CN(C(ON1N=NC2C=CC=NC1=2)=[N+](C)C)C.F[P-](F)(F)(F)(F)F.C1C=NC2N(O)N=NC=2C=1.N1C(C)=CC(C)=CC=1C. The catalyst is CS(C)=O. The product is [CH2:20]([O:22][C:23](=[O:33])/[CH:24]=[CH:25]/[C:26]1[CH:27]=[CH:28][C:29]([NH:32][C:15]([C:9]2([NH:8][C:6]([O:5][CH2:4][CH2:3][Si:2]([CH3:1])([CH3:19])[CH3:18])=[O:7])[CH2:10][O:11][CH2:12][O:13][CH2:14]2)=[O:17])=[CH:30][CH:31]=1)[CH3:21]. The yield is 0.540. (6) No catalyst specified. The product is [CH3:1][C:2]1[C:10]2[N:9]=[C:8]([CH2:11][CH2:12][CH3:13])[N:7]([CH2:14][CH2:15][OH:16])[C:6]=2[CH:5]=[C:4]([C:20]2[N:24]([CH3:25])[C:23]3[CH:26]=[CH:27][CH:28]=[CH:29][C:22]=3[N:21]=2)[CH:3]=1. The reactants are [CH3:1][C:2]1[C:10]2[N:9]=[C:8]([CH2:11][CH2:12][CH3:13])[N:7]([CH2:14][C:15](OCC)=[O:16])[C:6]=2[CH:5]=[C:4]([C:20]2[N:24]([CH3:25])[C:23]3[CH:26]=[CH:27][CH:28]=[CH:29][C:22]=3[N:21]=2)[CH:3]=1.C1COCC1. The yield is 0.950.